Dataset: Forward reaction prediction with 1.9M reactions from USPTO patents (1976-2016). Task: Predict the product of the given reaction. Given the reactants [NH2:1][C:2]1[N:7]=[CH:6][C:5]([C:8]2[CH:13]=[CH:12][C:11]([C:14]3[CH:19]=[CH:18][CH:17]=[CH:16][C:15]=3[S:20]([N:23]3[CH2:28][CH2:27][N:26](C(OC(C)(C)C)=O)[CH2:25][C@H:24]3[CH3:36])(=[O:22])=[O:21])=[CH:10][C:9]=2[F:37])=[CH:4][N:3]=1.C(Cl)Cl.C(O)(C(F)(F)F)=O, predict the reaction product. The product is: [F:37][C:9]1[CH:10]=[C:11]([C:14]2[CH:19]=[CH:18][CH:17]=[CH:16][C:15]=2[S:20]([N:23]2[CH2:28][CH2:27][NH:26][CH2:25][C@H:24]2[CH3:36])(=[O:22])=[O:21])[CH:12]=[CH:13][C:8]=1[C:5]1[CH:6]=[N:7][C:2]([NH2:1])=[N:3][CH:4]=1.